From a dataset of Forward reaction prediction with 1.9M reactions from USPTO patents (1976-2016). Predict the product of the given reaction. (1) Given the reactants [C:1]1([C:7]2[C:8]([C:18]([O:20]C)=[O:19])=[N:9][O:10][C:11]=2[C:12]2[CH:17]=[CH:16][CH:15]=[CH:14][CH:13]=2)[CH:6]=[CH:5][CH:4]=[CH:3][CH:2]=1.[Li+].[OH-], predict the reaction product. The product is: [C:1]1([C:7]2[C:8]([C:18]([OH:20])=[O:19])=[N:9][O:10][C:11]=2[C:12]2[CH:13]=[CH:14][CH:15]=[CH:16][CH:17]=2)[CH:2]=[CH:3][CH:4]=[CH:5][CH:6]=1. (2) Given the reactants [CH3:1][S:2][C:3]1[O:7][C:6]([CH:8]=O)=[CH:5][CH:4]=1.Cl.[NH2:11][OH:12].C([O-])(=O)C.[Na+], predict the reaction product. The product is: [CH3:1][S:2][C:3]1[O:7][C:6]([CH:8]=[N:11][OH:12])=[CH:5][CH:4]=1. (3) Given the reactants C(OC([NH:8][C:9]1[N:10]=[CH:11][C:12]([O:15][C:16]2[CH:17]=[C:18]([CH3:30])[C:19]3[CH:23]([CH2:24][C:25]([OH:27])=[O:26])[O:22][B:21]([OH:28])[C:20]=3[CH:29]=2)=[N:13][CH:14]=1)=O)(C)(C)C.Cl.O1CCOCC1, predict the reaction product. The product is: [NH2:8][C:9]1[N:10]=[CH:11][C:12]([O:15][C:16]2[CH:17]=[C:18]([CH3:30])[C:19]3[CH:23]([CH2:24][C:25]([OH:27])=[O:26])[O:22][B:21]([OH:28])[C:20]=3[CH:29]=2)=[N:13][CH:14]=1. (4) Given the reactants [CH3:1][N:2]([CH2:4]/[CH:5]=[CH:6]/[C:7]([NH:9][C:10]1[CH:11]=[C:12]2[C:25]([NH:26][C:27]3[CH:28]=[CH:29][C:30]([F:34])=[C:31]([Cl:33])[CH:32]=3)=[N:24][CH:23]=[N:22][C:13]2=[CH:14][C:15]=1[O:16][C@@H:17]1[CH2:21][O:20][CH2:19][CH2:18]1)=[O:8])[CH3:3].[C:35]([OH:47])(=[O:46])[CH2:36][C:37]([CH2:42][C:43]([OH:45])=[O:44])([C:39]([OH:41])=[O:40])[OH:38], predict the reaction product. The product is: [CH3:1][N:2]([CH2:4]/[CH:5]=[CH:6]/[C:7]([NH:9][C:10]1[CH:11]=[C:12]2[C:25]([NH:26][C:27]3[CH:28]=[CH:29][C:30]([F:34])=[C:31]([Cl:33])[CH:32]=3)=[N:24][CH:23]=[N:22][C:13]2=[CH:14][C:15]=1[O:16][C@@H:17]1[CH2:21][O:20][CH2:19][CH2:18]1)=[O:8])[CH3:3].[C:35]([O-:47])(=[O:46])[CH2:36][C:37]([CH2:42][C:43]([O-:45])=[O:44])([C:39]([O-:41])=[O:40])[OH:38]. (5) Given the reactants N#N.Br[C:4]1[CH:9]=[CH:8][C:7]([C:10]#[C:11][C:12]2[CH:17]=[CH:16][C:15]([CH2:18][CH2:19][CH2:20][CH3:21])=[CH:14][CH:13]=2)=[CH:6][CH:5]=1.[Li]CCCC.CN([CH:30]=[O:31])C, predict the reaction product. The product is: [CH2:18]([C:15]1[CH:16]=[CH:17][C:12]([C:11]#[C:10][C:7]2[CH:8]=[CH:9][C:4]([CH:30]=[O:31])=[CH:5][CH:6]=2)=[CH:13][CH:14]=1)[CH2:19][CH2:20][CH3:21]. (6) Given the reactants [CH2:1]([O:3][C:4]([C:6]1[C:15](=[O:16])[C:14]2[C:9](=[CH:10][CH:11]=[CH:12][CH:13]=2)[NH:8][CH:7]=1)=[O:5])[CH3:2].[H-].[Na+].Br[CH2:20][C:21]1[CH:26]=[CH:25][CH:24]=[C:23]([CH3:27])[N:22]=1, predict the reaction product. The product is: [CH2:1]([O:3][C:4]([C:6]1[C:15](=[O:16])[C:14]2[C:9](=[CH:10][CH:11]=[CH:12][CH:13]=2)[N:8]([CH2:20][C:21]2[CH:26]=[CH:25][CH:24]=[C:23]([CH3:27])[N:22]=2)[CH:7]=1)=[O:5])[CH3:2]. (7) Given the reactants [F:1][C:2]1[C:3]([NH:26][C:27]2[CH:32]=[CH:31][C:30]([I:33])=[CH:29][C:28]=2[F:34])=[C:4]([CH:12]=[C:13](/[CH:16]=[N:17]/[O:18][CH2:19][CH2:20][NH:21][C:22](=[O:25])[CH2:23][CH3:24])[C:14]=1[F:15])[C:5]([NH:7][O:8][CH2:9][CH2:10][OH:11])=[O:6].ClC(Cl)C(O)=O.O.C(=O)(O)[O-].[Na+], predict the reaction product. The product is: [F:1][C:2]1[C:3]([NH:26][C:27]2[CH:32]=[CH:31][C:30]([I:33])=[CH:29][C:28]=2[F:34])=[C:4]([CH:12]=[C:13]([CH2:16][NH:17][O:18][CH2:19][CH2:20][NH:21][C:22](=[O:25])[CH2:23][CH3:24])[C:14]=1[F:15])[C:5]([NH:7][O:8][CH2:9][CH2:10][OH:11])=[O:6]. (8) Given the reactants [H-].[Na+].[Cl:3][C:4]1[C:12]2[NH:11][C:10]3[CH2:13][CH2:14][N:15]([C:18]([O:20][C:21]([CH3:24])([CH3:23])[CH3:22])=[O:19])[CH2:16][CH2:17][C:9]=3[C:8]=2[C:7]([Cl:25])=[CH:6][CH:5]=1.Br[CH2:27][C:28]([O:30][CH2:31][CH3:32])=[O:29], predict the reaction product. The product is: [Cl:3][C:4]1[C:12]2[N:11]([CH2:27][C:28]([O:30][CH2:31][CH3:32])=[O:29])[C:10]3[CH2:13][CH2:14][N:15]([C:18]([O:20][C:21]([CH3:22])([CH3:24])[CH3:23])=[O:19])[CH2:16][CH2:17][C:9]=3[C:8]=2[C:7]([Cl:25])=[CH:6][CH:5]=1. (9) Given the reactants Br[C:2]1[CH:9]=[CH:8][C:5]([CH:6]=[O:7])=[CH:4][CH:3]=1.C([Sn](CCCC)(CCCC)[C:15]1[S:16][CH:17]=[CH:18][N:19]=1)CCC, predict the reaction product. The product is: [S:16]1[CH:17]=[CH:18][N:19]=[C:15]1[C:2]1[CH:9]=[CH:8][C:5]([CH:6]=[O:7])=[CH:4][CH:3]=1. (10) Given the reactants Cl.Br[C:3]1[CH:8]=[CH:7][N:6]=[CH:5][N:4]=1.[CH3:9][C:10]1[CH:16]=[C:15](B2OC(C)(C)C(C)(C)O2)[CH:14]=[C:13]([CH3:26])[C:11]=1[NH2:12], predict the reaction product. The product is: [CH3:9][C:10]1[CH:16]=[C:15]([C:3]2[CH:8]=[CH:7][N:6]=[CH:5][N:4]=2)[CH:14]=[C:13]([CH3:26])[C:11]=1[NH2:12].